Dataset: Forward reaction prediction with 1.9M reactions from USPTO patents (1976-2016). Task: Predict the product of the given reaction. (1) Given the reactants C([O-])(=O)C(C)O.[Ca+2].C([O-])(=O)C(C)O.C([O-])(=O)C(C)O.[O:20]=[C:21]([O-:32])[C@@H:22]([C@H:24]([C@@H:26]([C@@H:28]([CH2:30][OH:31])[OH:29])[OH:27])[OH:25])[OH:23].[Na+:33], predict the reaction product. The product is: [O:20]=[C:21]([O-:32])[C@@H:22]([C@H:24]([C@@H:26]([C@@H:28]([CH2:30][OH:31])[OH:29])[OH:27])[OH:25])[OH:23].[Na+:33].[O:20]=[C:21]([O-:32])[C@@H:22]([C@H:24]([C@@H:26]([C@@H:28]([CH2:30][OH:31])[OH:29])[OH:27])[OH:25])[OH:23]. (2) Given the reactants [CH:1]([C:4]1[CH:5]=[C:6]([C:12]([OH:14])=O)[O:7][C:8]=1[CH:9]([CH3:11])[CH3:10])([CH3:3])[CH3:2].[NH2:15][C:16]1[CH:27]=[CH:26][C:19]([O:20][CH2:21][C:22]([O:24][CH3:25])=[O:23])=[CH:18][CH:17]=1, predict the reaction product. The product is: [CH:1]([C:4]1[CH:5]=[C:6]([C:12]([NH:15][C:16]2[CH:27]=[CH:26][C:19]([O:20][CH2:21][C:22]([O:24][CH3:25])=[O:23])=[CH:18][CH:17]=2)=[O:14])[O:7][C:8]=1[CH:9]([CH3:10])[CH3:11])([CH3:2])[CH3:3]. (3) Given the reactants [NH2:1][C:2]1[C:9]([F:10])=[CH:8]C(C#N)=[C:4]([O:11][CH3:12])[CH:3]=1.[OH-:13].[Na+].[CH2:15]([OH:17])[CH3:16], predict the reaction product. The product is: [NH2:1][C:2]1[C:9]([F:10])=[CH:8][C:16]([C:15]([OH:13])=[O:17])=[C:4]([O:11][CH3:12])[CH:3]=1. (4) Given the reactants C(OC([N:8]1[CH2:13][CH2:12][CH:11]([OH:14])[CH2:10][CH2:9]1)=O)(C)(C)C.C1(P(C2C=CC=CC=2)C2C=CC=CC=2)C=CC=CC=1.O[C:35]1[CH:36]=[C:37]([NH:41][C:42](=[O:44])[CH3:43])[CH:38]=[CH:39][CH:40]=1.CCOC(/N=N/C(OCC)=O)=O, predict the reaction product. The product is: [NH:8]1[CH2:9][CH2:10][CH:11]([O:14][C:35]2[CH:36]=[C:37]([NH:41][C:42](=[O:44])[CH3:43])[CH:38]=[CH:39][CH:40]=2)[CH2:12][CH2:13]1. (5) Given the reactants [CH3:1][S:2][C:3]1[C:11]2[NH:10][C:9]3[CH2:12][CH2:13][N:14]([C:16]([O:18][C:19]([CH3:22])([CH3:21])[CH3:20])=[O:17])[CH2:15][C:8]=3[C:7]=2[CH:6]=[CH:5][CH:4]=1.[OH-].[K+].I[CH3:26], predict the reaction product. The product is: [CH3:26][N:10]1[C:11]2[C:3]([S:2][CH3:1])=[CH:4][CH:5]=[CH:6][C:7]=2[C:8]2[CH2:15][N:14]([C:16]([O:18][C:19]([CH3:22])([CH3:21])[CH3:20])=[O:17])[CH2:13][CH2:12][C:9]1=2. (6) The product is: [F:24][C:16]1[CH:15]=[CH:20][C:19]([N+:21]([O-:23])=[O:22])=[CH:18][C:9]=1[CH2:7][N:3]([CH3:2])[CH3:4]. Given the reactants C[CH2:2][N:3]([CH:7]([CH3:9])C)[CH:4](C)C.CNC.BrC[C:15]1[CH:20]=[C:19]([N+:21]([O-:23])=[O:22])[CH:18]=C[C:16]=1[F:24].CCOC(C)=O, predict the reaction product. (7) The product is: [ClH:1].[Cl:1][C:2]1[CH:3]=[C:4]2[C:9](=[C:10]([Cl:12])[CH:11]=1)[CH2:8][N:7]([CH3:13])[CH2:6][CH:5]2[C:14]1[CH:15]=[C:16]([NH:20][C:21]([NH:23][CH:24]([CH2:27][OH:28])[CH2:25][OH:26])=[O:22])[CH:17]=[CH:18][CH:19]=1. Given the reactants [Cl:1][C:2]1[CH:3]=[C:4]2[C:9](=[C:10]([Cl:12])[CH:11]=1)[CH2:8][N:7]([CH3:13])[CH2:6][CH:5]2[C:14]1[CH:15]=[C:16]([NH:20][C:21]([NH:23][CH:24]([CH2:27][OH:28])[CH2:25][OH:26])=[O:22])[CH:17]=[CH:18][CH:19]=1, predict the reaction product. (8) Given the reactants Cl[C:2]1[CH:7]=[CH:6][N:5]2[N:8]=[CH:9][CH:10]=[C:4]2[N:3]=1.[CH:11]([O:14][C:15]1[CH:20]=[C:19](B2OC(C)(C)C(C)(C)O2)[CH:18]=[CH:17][N:16]=1)([CH3:13])[CH3:12].C(=O)([O-])[O-].[K+].[K+].C(Cl)Cl, predict the reaction product. The product is: [CH:11]([O:14][C:15]1[CH:20]=[C:19]([C:2]2[CH:7]=[CH:6][N:5]3[N:8]=[CH:9][CH:10]=[C:4]3[N:3]=2)[CH:18]=[CH:17][N:16]=1)([CH3:13])[CH3:12]. (9) Given the reactants [H-].[Na+].[OH:3][C:4]1[CH:9]=[CH:8][C:7]([N:10]2[C:18](=[O:19])[C:17]3[C:12](=[CH:13][CH:14]=[CH:15][CH:16]=3)[C:11]2=[O:20])=[CH:6][CH:5]=1.[C:21]([O:25][C:26]([N:28]1[CH2:32][CH2:31][CH2:30][C@@H:29]1[CH2:33]OS(C1C=CC(C)=CC=1)(=O)=O)=[O:27])([CH3:24])([CH3:23])[CH3:22], predict the reaction product. The product is: [C:21]([O:25][C:26]([N:28]1[CH2:32][CH2:31][CH2:30][C@@H:29]1[CH2:33][O:3][C:4]1[CH:5]=[CH:6][C:7]([N:10]2[C:18](=[O:19])[C:17]3[C:12](=[CH:13][CH:14]=[CH:15][CH:16]=3)[C:11]2=[O:20])=[CH:8][CH:9]=1)=[O:27])([CH3:24])([CH3:22])[CH3:23].